From a dataset of NCI-60 drug combinations with 297,098 pairs across 59 cell lines. Regression. Given two drug SMILES strings and cell line genomic features, predict the synergy score measuring deviation from expected non-interaction effect. (1) Drug 1: CC(CN1CC(=O)NC(=O)C1)N2CC(=O)NC(=O)C2. Drug 2: CC1=C(C(CCC1)(C)C)C=CC(=CC=CC(=CC(=O)O)C)C. Cell line: HS 578T. Synergy scores: CSS=15.7, Synergy_ZIP=-7.56, Synergy_Bliss=-2.95, Synergy_Loewe=-1.40, Synergy_HSA=-0.738. (2) Drug 1: CN(C)C1=NC(=NC(=N1)N(C)C)N(C)C. Drug 2: CC(C1=C(C=CC(=C1Cl)F)Cl)OC2=C(N=CC(=C2)C3=CN(N=C3)C4CCNCC4)N. Cell line: IGROV1. Synergy scores: CSS=3.47, Synergy_ZIP=-1.27, Synergy_Bliss=0.572, Synergy_Loewe=-3.24, Synergy_HSA=-0.0994. (3) Drug 1: CC1OCC2C(O1)C(C(C(O2)OC3C4COC(=O)C4C(C5=CC6=C(C=C35)OCO6)C7=CC(=C(C(=C7)OC)O)OC)O)O. Drug 2: CC1CCC2CC(C(=CC=CC=CC(CC(C(=O)C(C(C(=CC(C(=O)CC(OC(=O)C3CCCCN3C(=O)C(=O)C1(O2)O)C(C)CC4CCC(C(C4)OC)OCCO)C)C)O)OC)C)C)C)OC. Cell line: OVCAR3. Synergy scores: CSS=24.3, Synergy_ZIP=-12.3, Synergy_Bliss=-8.64, Synergy_Loewe=-5.48, Synergy_HSA=-4.57. (4) Drug 1: C1=C(C(=O)NC(=O)N1)N(CCCl)CCCl. Drug 2: CN(CC1=CN=C2C(=N1)C(=NC(=N2)N)N)C3=CC=C(C=C3)C(=O)NC(CCC(=O)O)C(=O)O. Cell line: SNB-19. Synergy scores: CSS=50.6, Synergy_ZIP=-1.00, Synergy_Bliss=-2.79, Synergy_Loewe=-17.7, Synergy_HSA=-1.25. (5) Drug 1: CCN(CC)CCCC(C)NC1=C2C=C(C=CC2=NC3=C1C=CC(=C3)Cl)OC. Drug 2: CCC1(C2=C(COC1=O)C(=O)N3CC4=CC5=C(C=CC(=C5CN(C)C)O)N=C4C3=C2)O.Cl. Cell line: NCI-H460. Synergy scores: CSS=45.1, Synergy_ZIP=1.87, Synergy_Bliss=2.11, Synergy_Loewe=-50.9, Synergy_HSA=0.235. (6) Drug 1: CN(C)N=NC1=C(NC=N1)C(=O)N. Drug 2: CC1CCC2CC(C(=CC=CC=CC(CC(C(=O)C(C(C(=CC(C(=O)CC(OC(=O)C3CCCCN3C(=O)C(=O)C1(O2)O)C(C)CC4CCC(C(C4)OC)OCCO)C)C)O)OC)C)C)C)OC. Cell line: U251. Synergy scores: CSS=21.7, Synergy_ZIP=-6.37, Synergy_Bliss=-2.40, Synergy_Loewe=-13.2, Synergy_HSA=1.24. (7) Drug 1: C1CC(C1)(C(=O)O)C(=O)O.[NH2-].[NH2-].[Pt+2]. Drug 2: COCCOC1=C(C=C2C(=C1)C(=NC=N2)NC3=CC=CC(=C3)C#C)OCCOC.Cl. Cell line: HS 578T. Synergy scores: CSS=2.20, Synergy_ZIP=0.904, Synergy_Bliss=-6.99, Synergy_Loewe=-7.27, Synergy_HSA=-6.59. (8) Drug 1: CC=C1C(=O)NC(C(=O)OC2CC(=O)NC(C(=O)NC(CSSCCC=C2)C(=O)N1)C(C)C)C(C)C. Drug 2: CC1C(C(CC(O1)OC2CC(CC3=C2C(=C4C(=C3O)C(=O)C5=C(C4=O)C(=CC=C5)OC)O)(C(=O)CO)O)N)O.Cl. Cell line: SNB-19. Synergy scores: CSS=49.4, Synergy_ZIP=0.585, Synergy_Bliss=-0.324, Synergy_Loewe=-1.41, Synergy_HSA=3.41. (9) Drug 1: C1CC(C1)(C(=O)O)C(=O)O.[NH2-].[NH2-].[Pt+2]. Drug 2: C1CC(=O)NC(=O)C1N2C(=O)C3=CC=CC=C3C2=O. Cell line: K-562. Synergy scores: CSS=4.99, Synergy_ZIP=2.93, Synergy_Bliss=4.69, Synergy_Loewe=-3.21, Synergy_HSA=-3.54. (10) Drug 1: C1=NC2=C(N1)C(=S)N=C(N2)N. Drug 2: CC1C(C(=O)NC(C(=O)N2CCCC2C(=O)N(CC(=O)N(C(C(=O)O1)C(C)C)C)C)C(C)C)NC(=O)C3=C4C(=C(C=C3)C)OC5=C(C(=O)C(=C(C5=N4)C(=O)NC6C(OC(=O)C(N(C(=O)CN(C(=O)C7CCCN7C(=O)C(NC6=O)C(C)C)C)C)C(C)C)C)N)C. Cell line: HS 578T. Synergy scores: CSS=25.5, Synergy_ZIP=4.25, Synergy_Bliss=7.87, Synergy_Loewe=6.77, Synergy_HSA=6.99.